Dataset: Reaction yield outcomes from USPTO patents with 853,638 reactions. Task: Predict the reaction yield, written as a fraction of the theoretical maximum amount of product (1.0 means a 100% yield; for example, 0.34 means a 34% yield). (1) The reactants are Cl[C:2]1[CH:3]=[C:4]([F:25])[C:5]2[N:6]([C:8]([CH2:11][O:12][C:13]3[C:22]4[C:17](=[CH:18][C:19]([O:23][CH3:24])=[CH:20][CH:21]=4)[N:16]=[CH:15][CH:14]=3)=[N:9][N:10]=2)[CH:7]=1.CC(C1C=C(C(C)C)C(C2C=CC=CC=2P(C2CCCCC2)C2CCCCC2)=C(C(C)C)C=1)C.[CH3:60][C:61]1[CH:65]=[C:64]([Sn](C)(C)C)[S:63][N:62]=1. The catalyst is C([O-])(=O)C.[Pd+2].C([O-])(=O)C.O1CCOCC1. The product is [F:25][C:4]1[C:5]2[N:6]([C:8]([CH2:11][O:12][C:13]3[C:22]4[C:17](=[CH:18][C:19]([O:23][CH3:24])=[CH:20][CH:21]=4)[N:16]=[CH:15][CH:14]=3)=[N:9][N:10]=2)[CH:7]=[C:2]([C:64]2[S:63][N:62]=[C:61]([CH3:60])[CH:65]=2)[CH:3]=1. The yield is 0.510. (2) The reactants are [C:1]([NH:5][CH2:6][CH2:7][CH2:8][C:9]1[CH:14]=[CH:13][C:12]([C:15]([C:17]2[N:25]3[C:20]([CH:21]=[C:22]([C:26](O)=[O:27])[CH:23]=[CH:24]3)=[CH:19][C:18]=2[CH2:29][CH3:30])=[O:16])=[CH:11][CH:10]=1)([CH3:4])([CH3:3])[CH3:2].[ClH:31].[CH3:32][N:33]1[N:37]=[N:36][C:35]([CH2:38][NH:39][CH2:40][CH3:41])=[N:34]1. No catalyst specified. The product is [ClH:31].[C:1]([NH:5][CH2:6][CH2:7][CH2:8][C:9]1[CH:10]=[CH:11][C:12]([C:15]([C:17]2[N:25]3[C:20]([CH:21]=[C:22]([C:26]([N:39]([CH2:40][CH3:41])[CH2:38][C:35]4[N:36]=[N:37][N:33]([CH3:32])[N:34]=4)=[O:27])[CH:23]=[CH:24]3)=[CH:19][C:18]=2[CH2:29][CH3:30])=[O:16])=[CH:13][CH:14]=1)([CH3:4])([CH3:3])[CH3:2]. The yield is 0.840.